From a dataset of NCI-60 drug combinations with 297,098 pairs across 59 cell lines. Regression. Given two drug SMILES strings and cell line genomic features, predict the synergy score measuring deviation from expected non-interaction effect. (1) Drug 1: COC1=NC(=NC2=C1N=CN2C3C(C(C(O3)CO)O)O)N. Drug 2: C#CCC(CC1=CN=C2C(=N1)C(=NC(=N2)N)N)C3=CC=C(C=C3)C(=O)NC(CCC(=O)O)C(=O)O. Cell line: K-562. Synergy scores: CSS=73.9, Synergy_ZIP=8.99, Synergy_Bliss=-10.6, Synergy_Loewe=50.7, Synergy_HSA=-7.51. (2) Cell line: SF-295. Synergy scores: CSS=1.18, Synergy_ZIP=0.558, Synergy_Bliss=-1.03, Synergy_Loewe=0.957, Synergy_HSA=-1.94. Drug 2: C1=NNC2=C1C(=O)NC=N2. Drug 1: C1=NC2=C(N=C(N=C2N1C3C(C(C(O3)CO)O)F)Cl)N. (3) Drug 1: CCN(CC)CCNC(=O)C1=C(NC(=C1C)C=C2C3=C(C=CC(=C3)F)NC2=O)C. Drug 2: CCC1=C2N=C(C=C(N2N=C1)NCC3=C[N+](=CC=C3)[O-])N4CCCCC4CCO. Cell line: T-47D. Synergy scores: CSS=47.1, Synergy_ZIP=18.8, Synergy_Bliss=17.8, Synergy_Loewe=-17.7, Synergy_HSA=16.0. (4) Drug 1: COC1=C(C=C2C(=C1)N=CN=C2NC3=CC(=C(C=C3)F)Cl)OCCCN4CCOCC4. Drug 2: C(=O)(N)NO. Cell line: NCI/ADR-RES. Synergy scores: CSS=22.7, Synergy_ZIP=-4.27, Synergy_Bliss=0.165, Synergy_Loewe=1.36, Synergy_HSA=2.95.